Dataset: Catalyst prediction with 721,799 reactions and 888 catalyst types from USPTO. Task: Predict which catalyst facilitates the given reaction. (1) Reactant: [Cl:1][C:2]1[CH:7]=[CH:6][C:5]([S:8]([N:11]([C:15]2[C:16]([C:22]([N:24]3[C:29]4[CH:30]=[CH:31][CH:32]=[CH:33][C:28]=4[O:27][CH2:26][CH:25]3[CH3:34])=[O:23])=[N:17][CH:18]=[C:19]([Cl:21])[CH:20]=2)COC)(=[O:10])=[O:9])=[CH:4][C:3]=1[C:35]([F:38])([F:37])[F:36]. Product: [Cl:1][C:2]1[CH:7]=[CH:6][C:5]([S:8]([NH:11][C:15]2[C:16]([C:22]([N:24]3[C:29]4[CH:30]=[CH:31][CH:32]=[CH:33][C:28]=4[O:27][CH2:26][CH:25]3[CH3:34])=[O:23])=[N:17][CH:18]=[C:19]([Cl:21])[CH:20]=2)(=[O:9])=[O:10])=[CH:4][C:3]=1[C:35]([F:37])([F:38])[F:36]. The catalyst class is: 126. (2) Reactant: C[O:2][C:3](=[O:36])[C@@H:4]([NH:11][C:12]([NH2:35])=[N:13][NH:14][C:15](=[O:34])[CH:16]([CH2:27][C:28]1[CH:33]=[CH:32][CH:31]=[CH:30][CH:29]=1)[CH2:17][CH2:18][CH2:19][CH2:20][C:21]1[CH:26]=[CH:25][CH:24]=[CH:23][CH:22]=1)[CH2:5][CH2:6][CH2:7][N+:8]([O-:10])=[O:9].O.[OH-].[Li+].O. Product: [CH2:27]([CH:16]([CH2:17][CH2:18][CH2:19][CH2:20][C:21]1[CH:22]=[CH:23][CH:24]=[CH:25][CH:26]=1)[C:15]([NH:14][N:13]=[C:12]([NH2:35])[NH:11][C@@H:4]([CH2:5][CH2:6][CH2:7][N+:8]([O-:10])=[O:9])[C:3]([OH:36])=[O:2])=[O:34])[C:28]1[CH:33]=[CH:32][CH:31]=[CH:30][CH:29]=1. The catalyst class is: 7. (3) Reactant: [F:1][C:2]1[CH:7]=[CH:6][C:5]([S:8]([CH:10]([C:21]2[C:26]([F:27])=[CH:25][CH:24]=[C:23]([F:28])[C:22]=2[F:29])[C:11]2[C:12]([CH3:20])=[CH:13][C:14]([C:17]([NH2:19])=[O:18])=[N:15][CH:16]=2)=[O:9])=[CH:4][CH:3]=1.ClC1C=CC=C(C(OO)=[O:38])C=1. Product: [F:1][C:2]1[CH:7]=[CH:6][C:5]([S:8]([CH:10]([C:21]2[C:26]([F:27])=[CH:25][CH:24]=[C:23]([F:28])[C:22]=2[F:29])[C:11]2[C:12]([CH3:20])=[CH:13][C:14]([C:17]([NH2:19])=[O:18])=[N:15][CH:16]=2)(=[O:38])=[O:9])=[CH:4][CH:3]=1. The catalyst class is: 2. (4) Reactant: F[C:2]1[CH:3]=[C:4]([CH:14]=[CH:15][C:16]=1[N+:17]([O-:19])=[O:18])[O:5][CH2:6][C:7]1[CH:12]=[CH:11][C:10]([CH3:13])=[CH:9][N:8]=1.[Br:20][C:21]1[CH:28]=[CH:27][C:24]([CH2:25][NH2:26])=[CH:23][CH:22]=1.CCN(C(C)C)C(C)C. Product: [Br:20][C:21]1[CH:28]=[CH:27][C:24]([CH2:25][NH:26][C:2]2[CH:3]=[C:4]([O:5][CH2:6][C:7]3[CH:12]=[CH:11][C:10]([CH3:13])=[CH:9][N:8]=3)[CH:14]=[CH:15][C:16]=2[N+:17]([O-:19])=[O:18])=[CH:23][CH:22]=1. The catalyst class is: 10.